Predict the product of the given reaction. From a dataset of Forward reaction prediction with 1.9M reactions from USPTO patents (1976-2016). (1) Given the reactants [Br:1][C:2]1[CH:7]=[C:6]([F:8])[C:5]([F:9])=[CH:4][C:3]=1[OH:10].C(=O)([O-])[O-].[K+].[K+].Br[CH2:18][C:19]1[CH:24]=[CH:23][CH:22]=[CH:21][CH:20]=1, predict the reaction product. The product is: [CH2:18]([O:10][C:3]1[CH:4]=[C:5]([F:9])[C:6]([F:8])=[CH:7][C:2]=1[Br:1])[C:19]1[CH:24]=[CH:23][CH:22]=[CH:21][CH:20]=1. (2) Given the reactants [CH2:1]([C:8]1[CH2:12][CH2:11][CH2:10][N:9]=1)[C:2]1[CH:7]=[CH:6][CH:5]=[CH:4][CH:3]=1.[CH3:13][S:14]([C:17]1[CH:26]=[CH:25][C:20]([C:21](=O)[CH2:22]Br)=[CH:19][CH:18]=1)(=[O:16])=[O:15].C([O-])(O)=O.[Na+].BrC(Br)=O, predict the reaction product. The product is: [CH3:13][S:14]([C:17]1[CH:26]=[CH:25][C:20]([C:21]2[C:1]([C:2]3[CH:7]=[CH:6][CH:5]=[CH:4][CH:3]=3)=[C:8]3[N:9]([CH:22]=2)[CH2:10][CH2:11][CH2:12]3)=[CH:19][CH:18]=1)(=[O:15])=[O:16]. (3) Given the reactants [CH3:1][CH:2]1[CH2:7][CH2:6][CH2:5][NH:4][CH2:3]1.[Br:8][C:9]1[N:14]=[C:13]([CH:15]=O)[CH:12]=[CH:11][CH:10]=1, predict the reaction product. The product is: [Br:8][C:9]1[CH:10]=[CH:11][CH:12]=[C:13]([CH2:15][N:4]2[CH2:5][CH2:6][CH2:7][CH:2]([CH3:1])[CH2:3]2)[N:14]=1.